From a dataset of Full USPTO retrosynthesis dataset with 1.9M reactions from patents (1976-2016). Predict the reactants needed to synthesize the given product. (1) Given the product [Cl:51][C:52]1[CH:57]=[CH:56][C:55]([NH:58][C:59](=[O:60])[NH:32][C:33]2[CH:34]=[CH:35][C:36]([C:39]3[N:43]=[C:42]([CH2:44][CH2:45][CH2:46][C:47]([O:49][CH3:50])=[O:48])[O:41][N:40]=3)=[CH:37][CH:38]=2)=[C:54]([O:61][C:62]2[CH:63]=[CH:64][CH:65]=[CH:66][CH:67]=2)[CH:53]=1, predict the reactants needed to synthesize it. The reactants are: FC(F)(F)C1C=C(NC(=O)NC2C=CC(C3SC(CCC(OC)=O)=NC=3)=CC=2)C=CC=1.[NH2:32][C:33]1[CH:38]=[CH:37][C:36]([C:39]2[N:43]=[C:42]([CH2:44][CH2:45][CH2:46][C:47]([O:49][CH3:50])=[O:48])[O:41][N:40]=2)=[CH:35][CH:34]=1.[Cl:51][C:52]1[CH:57]=[CH:56][C:55]([N:58]=[C:59]=[O:60])=[C:54]([O:61][C:62]2[CH:67]=[CH:66][CH:65]=[CH:64][CH:63]=2)[CH:53]=1. (2) Given the product [F:1][C:2]1[CH:3]=[CH:4][C:5]([CH2:6][CH2:7][C:8]2[CH:17]=[CH:16][C:11]([C:12]([OH:14])=[O:13])=[CH:10][C:9]=2[C:18]([O:20][CH3:21])=[O:19])=[CH:22][CH:23]=1, predict the reactants needed to synthesize it. The reactants are: [F:1][C:2]1[CH:23]=[CH:22][C:5]([CH2:6][CH2:7][C:8]2[CH:17]=[CH:16][C:11]([C:12]([O:14]C)=[O:13])=[CH:10][C:9]=2[C:18]([O:20][CH3:21])=[O:19])=[CH:4][CH:3]=1.O1CCOCC1.CO.[OH-].[Na+].